Predict the reactants needed to synthesize the given product. From a dataset of Full USPTO retrosynthesis dataset with 1.9M reactions from patents (1976-2016). (1) Given the product [Br-:15].[CH2:6]([S+:1]1[CH2:5][CH2:4][CH2:3][CH2:2]1)[C:7]([C:9]1[CH:14]=[CH:13][CH:12]=[CH:11][CH:10]=1)=[O:8], predict the reactants needed to synthesize it. The reactants are: [S:1]1[CH2:5][CH2:4][CH2:3][CH2:2]1.[CH2:6]([Br:15])[C:7]([C:9]1[CH:14]=[CH:13][CH:12]=[CH:11][CH:10]=1)=[O:8].C(OCC)(=O)C. (2) Given the product [C:10]1([C:3]([CH3:9])([CH2:2][NH:1][CH2:39][CH:37]([OH:38])[C:31]2[CH:36]=[CH:35][CH:34]=[CH:33][CH:32]=2)[C:4]([O:6][CH2:7][CH3:8])=[O:5])[CH2:15][CH2:14][CH2:13][CH2:12][CH:11]=1, predict the reactants needed to synthesize it. The reactants are: [NH2:1][CH2:2][C:3]([C:10]1[CH2:15][CH2:14][CH2:13][CH2:12][CH:11]=1)([CH3:9])[C:4]([O:6][CH2:7][CH3:8])=[O:5].NCC(C1CCCCC1)(C)C(OCC)=O.[C:31]1([CH:37]2[CH2:39][O:38]2)[CH:36]=[CH:35][CH:34]=[CH:33][CH:32]=1.C(N(C(C)C)CC)(C)C. (3) Given the product [ClH:30].[ClH:30].[CH3:1][N:2]1[CH2:6][CH2:5][CH2:4][C@H:3]1[CH2:7][CH2:8][C:9]1[C:17]2[C:12](=[CH:13][CH:14]=[C:15]([NH:18][C:22]([C:24]3[S:25][CH:26]=[CH:27][CH:28]=3)=[NH:23])[CH:16]=2)[NH:11][CH:10]=1, predict the reactants needed to synthesize it. The reactants are: [CH3:1][N:2]1[CH2:6][CH2:5][CH2:4][C@H:3]1[CH2:7][CH2:8][C:9]1[C:17]2[C:12](=[CH:13][CH:14]=[C:15]([NH2:18])[CH:16]=2)[NH:11][CH:10]=1.I.CS[C:22]([C:24]1[S:25][CH:26]=[CH:27][CH:28]=1)=[NH:23].N.[ClH:30]. (4) Given the product [Cl:1][C:2]1[CH:3]=[C:4]([C:9]2([C:32]([F:34])([F:33])[F:35])[O:13][N:12]=[C:11]([C:14]3[CH:15]=[C:16]4[C:20](=[CH:21][CH:22]=3)[CH:19]([NH2:23])[CH2:18][CH2:17]4)[CH2:10]2)[CH:5]=[C:6]([Cl:8])[CH:7]=1, predict the reactants needed to synthesize it. The reactants are: [Cl:1][C:2]1[CH:3]=[C:4]([C:9]2([C:32]([F:35])([F:34])[F:33])[O:13][N:12]=[C:11]([C:14]3[CH:15]=[C:16]4[C:20](=[CH:21][CH:22]=3)[CH:19]([N:23]3CC5C(=CC=CC=5)C3)[CH2:18][CH2:17]4)[CH2:10]2)[CH:5]=[C:6]([Cl:8])[CH:7]=1.O.NN. (5) The reactants are: [CH3:1][C:2]1[CH:3]=[C:4]([CH:9]=[CH:10][C:11]=1[CH:12]([O:14][C:15]1[CH:20]=[CH:19][CH:18]=[CH:17][CH:16]=1)[CH3:13])[C:5]([O:7]C)=[O:6].O.[OH-].[Li+].O1CCCC1.Cl. Given the product [CH3:1][C:2]1[CH:3]=[C:4]([CH:9]=[CH:10][C:11]=1[CH:12]([O:14][C:15]1[CH:20]=[CH:19][CH:18]=[CH:17][CH:16]=1)[CH3:13])[C:5]([OH:7])=[O:6], predict the reactants needed to synthesize it. (6) The reactants are: F[C:2]1[CH:10]=[CH:9][C:5]([C:6]([OH:8])=[O:7])=[CH:4][C:3]=1[N+:11]([O-:13])=[O:12].[Cl:14][C:15]1[CH:16]=[C:17]([OH:22])[CH:18]=[C:19]([Cl:21])[CH:20]=1.[H-].[Na+].Cl. Given the product [Cl:14][C:15]1[CH:16]=[C:17]([CH:18]=[C:19]([Cl:21])[CH:20]=1)[O:22][C:2]1[CH:10]=[CH:9][C:5]([C:6]([OH:8])=[O:7])=[CH:4][C:3]=1[N+:11]([O-:13])=[O:12], predict the reactants needed to synthesize it. (7) Given the product [CH:1]1([C:4]2[CH:5]=[C:6]([CH:38]=[CH:39][CH:40]=2)[CH2:7][NH:8][C@@H:16]2[C@@H:11]([OH:10])[C@H:12]([CH2:19][C:20]3[CH:25]=[CH:24][C:23]([OH:26])=[C:22]([CH2:41][C:42]4[CH:49]=[CH:48][CH:47]=[C:44]([CH3:45])[CH:43]=4)[CH:21]=3)[CH2:13][S:14](=[O:18])(=[O:17])[CH2:15]2)[CH2:2][CH2:3]1, predict the reactants needed to synthesize it. The reactants are: [CH:1]1([C:4]2[CH:5]=[C:6]([CH:38]=[CH:39][CH:40]=2)[CH2:7][N:8]2[C@@H:16]3[C@H:11]([C@H:12]([CH2:19][C:20]4[CH:25]=[CH:24][C:23]([O:26]C)=[C:22](B5OC(C)(C)C(C)(C)O5)[CH:21]=4)[CH2:13][S:14](=[O:18])(=[O:17])[CH2:15]3)[O:10]C2=O)[CH2:3][CH2:2]1.[CH3:41][C:42]1[CH:43]=[C:44]([CH:47]=[CH:48][CH:49]=1)[CH2:45]Br. (8) Given the product [Cl:1][C:2]1[CH:10]=[C:9]([C:11]#[C:12][C:13]2[NH:17][N:16]=[CH:15][CH:14]=2)[C:5]2[O:6][CH2:7][O:8][C:4]=2[C:3]=1[NH:28][C:29]1[C:38]2[C:33](=[CH:34][C:35]([O:41][CH2:42][CH2:43][CH2:44][N:45]3[CH2:50][CH2:49][O:48][CH2:47][CH2:46]3)=[C:36]([O:39][CH3:40])[CH:37]=2)[N:32]=[CH:31][N:30]=1, predict the reactants needed to synthesize it. The reactants are: [Cl:1][C:2]1[CH:10]=[C:9]([C:11]#[C:12][C:13]2[N:17](S(C3C=CC(C)=CC=3)(=O)=O)[N:16]=[CH:15][CH:14]=2)[C:5]2[O:6][CH2:7][O:8][C:4]=2[C:3]=1[NH:28][C:29]1[C:38]2[C:33](=[CH:34][C:35]([O:41][CH2:42][CH2:43][CH2:44][N:45]3[CH2:50][CH2:49][O:48][CH2:47][CH2:46]3)=[C:36]([O:39][CH3:40])[CH:37]=2)[N:32]=[CH:31][N:30]=1.[OH-].[Na+].[Cl-].[NH4+]. (9) Given the product [CH2:10]([O:17][C:18]1[CH:19]=[C:20]([C:26]2([CH:29]=[O:34])[CH2:28][CH2:27]2)[CH:21]=[CH:22][C:23]=1[O:24][CH3:25])[C:11]1[CH:16]=[CH:15][CH:14]=[CH:13][CH:12]=1, predict the reactants needed to synthesize it. The reactants are: CC(C[AlH]CC(C)C)C.[CH2:10]([O:17][C:18]1[CH:19]=[C:20]([C:26]2([C:29]#N)[CH2:28][CH2:27]2)[CH:21]=[CH:22][C:23]=1[O:24][CH3:25])[C:11]1[CH:16]=[CH:15][CH:14]=[CH:13][CH:12]=1.C1C[O:34]CC1.